This data is from Merck oncology drug combination screen with 23,052 pairs across 39 cell lines. The task is: Regression. Given two drug SMILES strings and cell line genomic features, predict the synergy score measuring deviation from expected non-interaction effect. (1) Synergy scores: synergy=15.2. Drug 1: CS(=O)(=O)CCNCc1ccc(-c2ccc3ncnc(Nc4ccc(OCc5cccc(F)c5)c(Cl)c4)c3c2)o1. Drug 2: CCc1cnn2c(NCc3ccc[n+]([O-])c3)cc(N3CCCCC3CCO)nc12. Cell line: ZR751. (2) Drug 1: CC(C)CC(NC(=O)C(Cc1ccccc1)NC(=O)c1cnccn1)B(O)O. Drug 2: Cn1c(=O)n(-c2ccc(C(C)(C)C#N)cc2)c2c3cc(-c4cnc5ccccc5c4)ccc3ncc21. Cell line: EFM192B. Synergy scores: synergy=2.68. (3) Drug 1: CN(Cc1cnc2nc(N)nc(N)c2n1)c1ccc(C(=O)NC(CCC(=O)O)C(=O)O)cc1. Synergy scores: synergy=-13.0. Cell line: MSTO. Drug 2: CNC(=O)c1cc(Oc2ccc(NC(=O)Nc3ccc(Cl)c(C(F)(F)F)c3)cc2)ccn1. (4) Drug 1: CC1CC2C3CCC4=CC(=O)C=CC4(C)C3(F)C(O)CC2(C)C1(O)C(=O)CO. Drug 2: CS(=O)(=O)CCNCc1ccc(-c2ccc3ncnc(Nc4ccc(OCc5cccc(F)c5)c(Cl)c4)c3c2)o1. Cell line: CAOV3. Synergy scores: synergy=50.8.